From a dataset of NCI-60 drug combinations with 297,098 pairs across 59 cell lines. Regression. Given two drug SMILES strings and cell line genomic features, predict the synergy score measuring deviation from expected non-interaction effect. (1) Drug 1: CC1=C(C(=CC=C1)Cl)NC(=O)C2=CN=C(S2)NC3=CC(=NC(=N3)C)N4CCN(CC4)CCO. Drug 2: C1=NNC2=C1C(=O)NC=N2. Cell line: RPMI-8226. Synergy scores: CSS=8.80, Synergy_ZIP=-4.27, Synergy_Bliss=-1.56, Synergy_Loewe=0.632, Synergy_HSA=0.632. (2) Drug 1: CS(=O)(=O)CCNCC1=CC=C(O1)C2=CC3=C(C=C2)N=CN=C3NC4=CC(=C(C=C4)OCC5=CC(=CC=C5)F)Cl. Drug 2: C(CN)CNCCSP(=O)(O)O. Cell line: TK-10. Synergy scores: CSS=16.9, Synergy_ZIP=-4.21, Synergy_Bliss=1.42, Synergy_Loewe=-17.7, Synergy_HSA=0.461. (3) Drug 1: COC1=CC(=CC(=C1O)OC)C2C3C(COC3=O)C(C4=CC5=C(C=C24)OCO5)OC6C(C(C7C(O6)COC(O7)C8=CC=CS8)O)O. Drug 2: CS(=O)(=O)OCCCCOS(=O)(=O)C. Cell line: DU-145. Synergy scores: CSS=34.4, Synergy_ZIP=2.25, Synergy_Bliss=5.38, Synergy_Loewe=-40.8, Synergy_HSA=5.50. (4) Drug 1: CC1C(C(=O)NC(C(=O)N2CCCC2C(=O)N(CC(=O)N(C(C(=O)O1)C(C)C)C)C)C(C)C)NC(=O)C3=C4C(=C(C=C3)C)OC5=C(C(=O)C(=C(C5=N4)C(=O)NC6C(OC(=O)C(N(C(=O)CN(C(=O)C7CCCN7C(=O)C(NC6=O)C(C)C)C)C)C(C)C)C)N)C. Drug 2: CC1=C(N=C(N=C1N)C(CC(=O)N)NCC(C(=O)N)N)C(=O)NC(C(C2=CN=CN2)OC3C(C(C(C(O3)CO)O)O)OC4C(C(C(C(O4)CO)O)OC(=O)N)O)C(=O)NC(C)C(C(C)C(=O)NC(C(C)O)C(=O)NCCC5=NC(=CS5)C6=NC(=CS6)C(=O)NCCC[S+](C)C)O. Cell line: T-47D. Synergy scores: CSS=8.21, Synergy_ZIP=-3.10, Synergy_Bliss=-3.01, Synergy_Loewe=0.852, Synergy_HSA=-0.979. (5) Drug 1: CC1OCC2C(O1)C(C(C(O2)OC3C4COC(=O)C4C(C5=CC6=C(C=C35)OCO6)C7=CC(=C(C(=C7)OC)O)OC)O)O. Drug 2: C1=NC2=C(N1)C(=S)N=CN2. Cell line: MALME-3M. Synergy scores: CSS=8.36, Synergy_ZIP=-10.3, Synergy_Bliss=-12.2, Synergy_Loewe=-11.2, Synergy_HSA=-8.92. (6) Drug 1: C1=NC2=C(N1)C(=S)N=C(N2)N. Drug 2: CCCS(=O)(=O)NC1=C(C(=C(C=C1)F)C(=O)C2=CNC3=C2C=C(C=N3)C4=CC=C(C=C4)Cl)F. Cell line: HCT116. Synergy scores: CSS=40.0, Synergy_ZIP=2.63, Synergy_Bliss=1.75, Synergy_Loewe=-15.0, Synergy_HSA=0.708. (7) Drug 1: CC1=CC=C(C=C1)C2=CC(=NN2C3=CC=C(C=C3)S(=O)(=O)N)C(F)(F)F. Drug 2: C1=CN(C(=O)N=C1N)C2C(C(C(O2)CO)O)O.Cl. Cell line: HOP-62. Synergy scores: CSS=34.6, Synergy_ZIP=3.14, Synergy_Bliss=1.18, Synergy_Loewe=-28.3, Synergy_HSA=-2.75.